Task: Predict the reaction yield, written as a fraction of the theoretical maximum amount of product (1.0 means a 100% yield; for example, 0.34 means a 34% yield).. Dataset: Reaction yield outcomes from USPTO patents with 853,638 reactions (1) The reactants are [F:1][C:2]([F:25])([F:24])[C:3]1[CH:4]=[C:5]([NH:13][C:14](=[O:23])[C:15]2[CH:20]=[C:19](I)[CH:18]=[CH:17][C:16]=2[OH:22])[CH:6]=[C:7]([C:9]([F:12])([F:11])[F:10])[CH:8]=1.OB(O)[C:28]1[CH:33]=[CH:32][CH:31]=[CH:30][CH:29]=1.C(=O)([O-])[O-].[Na+].[Na+].Cl. The catalyst is COCCOC.C1C=CC([P]([Pd]([P](C2C=CC=CC=2)(C2C=CC=CC=2)C2C=CC=CC=2)([P](C2C=CC=CC=2)(C2C=CC=CC=2)C2C=CC=CC=2)[P](C2C=CC=CC=2)(C2C=CC=CC=2)C2C=CC=CC=2)(C2C=CC=CC=2)C2C=CC=CC=2)=CC=1. The product is [F:1][C:2]([F:25])([F:24])[C:3]1[CH:4]=[C:5]([NH:13][C:14]([C:15]2[CH:20]=[C:19]([C:28]3[CH:33]=[CH:32][CH:31]=[CH:30][CH:29]=3)[CH:18]=[CH:17][C:16]=2[OH:22])=[O:23])[CH:6]=[C:7]([C:9]([F:12])([F:11])[F:10])[CH:8]=1. The yield is 0.611. (2) The reactants are C(=O)([O-])[O-].[K+].[K+].[Cl:7][C:8]1[CH:9]=[C:10]([OH:15])[CH:11]=[CH:12][C:13]=1[Cl:14].[Br:16][C:17]1[CH:22]=[C:21]([Cl:23])[C:20]([CH2:24]Br)=[CH:19][C:18]=1[F:26]. The catalyst is CC(C)=O. The product is [Br:16][C:17]1[CH:22]=[C:21]([Cl:23])[C:20]([CH2:24][O:15][C:10]2[CH:11]=[CH:12][C:13]([Cl:14])=[C:8]([Cl:7])[CH:9]=2)=[CH:19][C:18]=1[F:26]. The yield is 0.640. (3) The reactants are [CH2:1]([NH:8][C:9](=[O:16])[NH:10][O:11][CH2:12][C:13]([OH:15])=O)[C:2]1[CH:7]=[CH:6][CH:5]=[CH:4][CH:3]=1.[NH2:17][C@@H:18]([CH2:42][C:43]1[CH:48]=[CH:47][C:46]([O:49][C:50]([CH3:53])([CH3:52])[CH3:51])=[CH:45][CH:44]=1)[C:19]([N:21]([C@@H:33]([CH3:41])[CH:34]([O:38][CH2:39][CH3:40])[O:35][CH2:36][CH3:37])[CH2:22][C:23]1[C:32]2[C:27](=[CH:28][CH:29]=[CH:30][CH:31]=2)[CH:26]=[CH:25][CH:24]=1)=[O:20]. No catalyst specified. The product is [CH2:1]([NH:8][C:9](=[O:16])[NH:10][O:11][CH2:12][C:13]([NH:17][C@@H:18]([CH2:42][C:43]1[CH:48]=[CH:47][C:46]([O:49][C:50]([CH3:53])([CH3:52])[CH3:51])=[CH:45][CH:44]=1)[C:19]([N:21]([C@@H:33]([CH3:41])[CH:34]([O:38][CH2:39][CH3:40])[O:35][CH2:36][CH3:37])[CH2:22][C:23]1[C:32]2[C:27](=[CH:28][CH:29]=[CH:30][CH:31]=2)[CH:26]=[CH:25][CH:24]=1)=[O:20])=[O:15])[C:2]1[CH:3]=[CH:4][CH:5]=[CH:6][CH:7]=1. The yield is 0.310.